This data is from Reaction yield outcomes from USPTO patents with 853,638 reactions. The task is: Predict the reaction yield, written as a fraction of the theoretical maximum amount of product (1.0 means a 100% yield; for example, 0.34 means a 34% yield). (1) The reactants are C1(P(C2C=CC=CC=2)C2C=CC=CC=2)C=CC=CC=1.[CH3:20][O:21][C:22]([C:24]1[S:25][C:26]([N+:30]([O-:32])=[O:31])=[C:27](Br)[CH:28]=1)=[O:23].[CH3:33][C:34]1[C:39]([C:40]2[CH:45]=[CH:44][CH:43]=[CH:42][CH:41]=2)=[CH:38][C:37]([SH:46])=[CH:36][CH:35]=1. The catalyst is CN(C)C1C=CN=CC=1.C1COCC1. The product is [CH3:20][O:21][C:22]([C:24]1[S:25][C:26]([N+:30]([O-:32])=[O:31])=[C:27]([S:46][C:37]2[CH:38]=[C:39]([C:40]3[CH:41]=[CH:42][CH:43]=[CH:44][CH:45]=3)[C:34]([CH3:33])=[CH:35][CH:36]=2)[CH:28]=1)=[O:23]. The yield is 0.610. (2) The reactants are [C:1]1([CH:13]2[CH2:18][CH2:17][N:16](C(OCC3C=CC=CC=3)=O)[CH2:15][CH2:14]2)[N:5]2[C:6]3[CH:12]=[CH:11][NH:10][C:7]=3[N:8]=[CH:9][C:4]2=[N:3][N:2]=1. The yield is 0.770. The product is [NH:16]1[CH2:15][CH2:14][CH:13]([C:1]2[N:5]3[C:6]4[CH:12]=[CH:11][NH:10][C:7]=4[N:8]=[CH:9][C:4]3=[N:3][N:2]=2)[CH2:18][CH2:17]1. The catalyst is CO.[Pd]. (3) The reactants are [Br:1][CH2:2][C:3]#[C:4][C:5]1[CH:10]=[CH:9][C:8](O)=[CH:7][CH:6]=1.C1(P(C2C=CC=CC=2)C2C=CC=CC=2)C=CC=CC=1.BrBr.[Cl:33]CCl. No catalyst specified. The product is [Br:1][CH2:2][C:3]#[C:4][C:5]1[CH:10]=[CH:9][C:8]([Cl:33])=[CH:7][CH:6]=1. The yield is 0.800. (4) The reactants are IC1C2C(=O)C3C(=CC=CC=3)NC=2C(C(OC)=O)=CC=1.[I:21][C:22]1[C:23]([C:38]([O:40][CH3:41])=[O:39])=[C:24]([NH:28][C:29]2[CH:37]=[CH:36][CH:35]=[CH:34][C:30]=2[C:31]([OH:33])=O)[CH:25]=[CH:26][CH:27]=1.[K+].[Br-].C(N(CC)CCNC(C1C2NC3C(=CC=CC=3)C(=O)C=2C(I)=CC=1)=O)C.C(N(CC)CCNC(C1NC2C=C(I)C=CC=2N=1)=O)C.IC1C=C2C(=CC=1)N=C(C(OCC)=O)C=C2. The catalyst is ClCCl.C(O)C. The product is [I:21][C:22]1[CH:27]=[CH:26][C:25]2[C:31](=[O:33])[C:30]3[C:29]([NH:28][C:24]=2[C:23]=1[C:38]([O:40][CH3:41])=[O:39])=[CH:37][CH:36]=[CH:35][CH:34]=3. The yield is 0.650. (5) The reactants are [OH:1][CH2:2][CH2:3][CH2:4][N:5]1[CH:10]=[C:9]([C:11]([F:14])([F:13])[F:12])[C:8](=[O:15])[NH:7][C:6]1=[O:16].CC(OI1(OC(C)=O)(OC(C)=O)OC(=O)C2C=CC=CC1=2)=O.CCOCC. The catalyst is C1COCC1. The yield is 0.680. The product is [F:13][C:11]([F:12])([F:14])[C:9]1[C:8](=[O:15])[NH:7][C:6](=[O:16])[N:5]([CH2:4][CH2:3][CH:2]=[O:1])[CH:10]=1. (6) The reactants are [C:1]1([C:7]2[CH:8]=[C:9]([N:16]3[CH2:21][CH2:20][N:19]([CH3:22])[CH2:18][CH2:17]3)[CH:10]=[CH:11][C:12]=2[N+:13]([O-])=O)[CH2:6][CH2:5][CH2:4][CH2:3][CH:2]=1.[NH4+].[Cl-].[C:25]([C:27]1[O:31][C:30]([C:32](O)=[O:33])=[CH:29][CH:28]=1)#[N:26].C(Cl)(=O)C(Cl)=O.CCN(C(C)C)C(C)C. The catalyst is CCO.O.ClCCl.[Fe].CN(C=O)C.CCOC(C)=O. The product is [C:1]1([C:7]2[CH:8]=[C:9]([N:16]3[CH2:21][CH2:20][N:19]([CH3:22])[CH2:18][CH2:17]3)[CH:10]=[CH:11][C:12]=2[NH:13][C:32]([C:30]2[O:31][C:27]([C:25]#[N:26])=[CH:28][CH:29]=2)=[O:33])[CH2:6][CH2:5][CH2:4][CH2:3][CH:2]=1. The yield is 0.720. (7) The reactants are [CH3:1][Mg]Cl.[OH:4][C:5]1[CH:10]=[C:9]([OH:11])[CH:8]=[CH:7][C:6]=1[CH:12]1[CH2:17][CH2:16][CH2:15][C:14](=[O:18])[CH2:13]1.Cl. The yield is 0.280. The catalyst is O1CCCC1. The product is [OH:4][C:5]1[CH:10]=[C:9]([OH:11])[CH:8]=[CH:7][C:6]=1[CH:12]1[CH2:17][CH2:16][CH2:15][C:14]([CH3:1])([OH:18])[CH2:13]1.